Predict the product of the given reaction. From a dataset of Forward reaction prediction with 1.9M reactions from USPTO patents (1976-2016). (1) Given the reactants [CH:1]1([NH:5][C:6]2[C:7]3[CH:30]=[CH:29][NH:28][C:8]=3[N:9]=[C:10]([NH:12][C:13]3[CH:14]=[C:15]4[C:20](=[CH:21][CH:22]=3)[N:19]([CH2:23][C:24](O)=[O:25])[C:18](=[O:27])[CH2:17][CH2:16]4)[N:11]=2)[CH2:4][CH2:3][CH2:2]1.CN(C(ON1N=[N:46][C:41]2C=C[CH:44]=[N:45][C:40]1=2)=[N+](C)C)C.F[P-](F)(F)(F)(F)F.[CH3:55]CN(C(C)C)C(C)C.CNN(CC)NC, predict the reaction product. The product is: [CH:1]1([NH:5][C:6]2[C:7]3[CH:30]=[CH:29][NH:28][C:8]=3[N:9]=[C:10]([NH:12][C:13]3[CH:14]=[C:15]4[C:20](=[CH:21][CH:22]=3)[N:19]([CH2:23][C:24]([NH:46][CH2:41][CH2:40][N:45]([CH3:44])[CH3:55])=[O:25])[C:18](=[O:27])[CH2:17][CH2:16]4)[N:11]=2)[CH2:4][CH2:3][CH2:2]1. (2) Given the reactants [Cl:1][CH2:2][C:3]([C:5]1[CH:10]=[CH:9][CH:8]=[CH:7][CH:6]=1)=[O:4].[O:11]=[C:12]([O:30][C@@H:31]1[CH:36]2[CH2:37][CH2:38][N:33]([CH2:34][CH2:35]2)[CH2:32]1)[CH:13]([NH:20][C:21]1[CH:22]=[C:23]([CH:27]=[CH:28][CH:29]=1)[C:24]([OH:26])=[O:25])[C:14]1[CH:19]=[CH:18][CH:17]=[CH:16][CH:15]=1, predict the reaction product. The product is: [Cl-:1].[C:24]([C:23]1[CH:22]=[C:21]([NH:20][CH:13]([C:14]2[CH:19]=[CH:18][CH:17]=[CH:16][CH:15]=2)[C:12]([O:30][C@@H:31]2[CH:36]3[CH2:37][CH2:38][N+:33]([CH2:2][C:3](=[O:4])[C:5]4[CH:10]=[CH:9][CH:8]=[CH:7][CH:6]=4)([CH2:34][CH2:35]3)[CH2:32]2)=[O:11])[CH:29]=[CH:28][CH:27]=1)([OH:26])=[O:25]. (3) Given the reactants [C:1]([O:5][C:6](=[O:41])[C@@H:7]([NH:20][C:21](=[O:40])[NH:22][C@@H:23]([CH2:31][CH2:32][C:33]([O:35][C:36]([CH3:39])([CH3:38])[CH3:37])=[O:34])[C:24]([O:26][C:27]([CH3:30])([CH3:29])[CH3:28])=[O:25])[CH2:8][CH2:9][C:10](ON1C(=O)CCC1=O)=[O:11])([CH3:4])([CH3:3])[CH3:2].[NH2:42][C@@H:43]([CH2:47][CH2:48][CH2:49][CH2:50][N:51]([CH2:78][C:79]1[N:80]([CH2:84][C:85]([N:87]([CH2:96][C:97]([O:99][C:100]([CH3:103])([CH3:102])[CH3:101])=[O:98])[CH2:88][C:89](=[O:95])[O:90][C:91]([CH3:94])([CH3:93])[CH3:92])=[O:86])[CH:81]=[CH:82][N:83]=1)[CH2:52][C:53]1[N:54]([CH2:58][C:59](=[O:77])[N:60]([CH2:69][C:70](=[O:76])[O:71][C:72]([CH3:75])([CH3:74])[CH3:73])[CH2:61][C:62](=[O:68])[O:63][C:64]([CH3:67])([CH3:66])[CH3:65])[CH:55]=[CH:56][N:57]=1)[C:44]([OH:46])=[O:45].CCN(C(C)C)C(C)C, predict the reaction product. The product is: [C:100]([O:99][C:97](=[O:98])[CH2:96][N:87]([CH2:88][C:89](=[O:95])[O:90][C:91]([CH3:94])([CH3:93])[CH3:92])[C:85](=[O:86])[CH2:84][N:80]1[CH:81]=[CH:82][N:83]=[C:79]1[CH2:78][N:51]([CH2:52][C:53]1[N:54]([CH2:58][C:59](=[O:77])[N:60]([CH2:69][C:70](=[O:76])[O:71][C:72]([CH3:75])([CH3:74])[CH3:73])[CH2:61][C:62](=[O:68])[O:63][C:64]([CH3:65])([CH3:67])[CH3:66])[CH:55]=[CH:56][N:57]=1)[CH2:50][CH2:49][CH2:48][CH2:47][C@H:43]([NH:42][C:10](=[O:11])[CH2:9][CH2:8][C@@H:7]([C:6]([O:5][C:1]([CH3:4])([CH3:3])[CH3:2])=[O:41])[NH:20][C:21](=[O:40])[NH:22][C@H:23]([C:24]([O:26][C:27]([CH3:28])([CH3:29])[CH3:30])=[O:25])[CH2:31][CH2:32][C:33](=[O:34])[O:35][C:36]([CH3:39])([CH3:38])[CH3:37])[C:44]([OH:46])=[O:45])([CH3:103])([CH3:102])[CH3:101]. (4) Given the reactants C(O[CH2:9][C@@H:10]1[C@@H:14]([CH2:15][CH2:16][CH2:17][CH3:18])[CH2:13][N:12]([C@@H:19]([C:25]([CH3:28])([CH3:27])[CH3:26])[C:20]([N:22]([CH3:24])[CH3:23])=[O:21])[C:11]1=[O:29])C1C=CC=CC=1.CC(OI1(OC(C)=O)(OC(C)=O)OC(=O)C2C=CC=CC1=2)=O.Cl.[CH2:53]([O:60][NH2:61])[C:54]1[CH:59]=[CH:58][CH:57]=[CH:56][CH:55]=1, predict the reaction product. The product is: [CH2:53]([O:60][N:61]=[CH:9][C@@H:10]1[C@@H:14]([CH2:15][CH2:16][CH2:17][CH3:18])[CH2:13][N:12]([C@@H:19]([C:25]([CH3:27])([CH3:26])[CH3:28])[C:20]([N:22]([CH3:23])[CH3:24])=[O:21])[C:11]1=[O:29])[C:54]1[CH:59]=[CH:58][CH:57]=[CH:56][CH:55]=1. (5) Given the reactants [NH2:1][CH2:2][CH2:3][C:4]([N:6]1[CH2:11][CH2:10][N:9]([C:12]2[C:17]([C:18]3[CH:23]=[CH:22][CH:21]=[CH:20][CH:19]=3)=[CH:16][N:15]=[C:14]3[NH:24][CH:25]=[CH:26][C:13]=23)[CH2:8][CH2:7]1)=[O:5].[CH3:27][C:28]([CH3:30])=O.CCN(C(C)C)C(C)C.[BH-](OC(C)=O)(OC(C)=O)OC(C)=O.[Na+].C([O-])([O-])=O.[Na+].[Na+].C1(N)C(F)=C(F)C(F)=C(N)C=1F.Cl.Cl, predict the reaction product. The product is: [CH:28]([NH:1][CH2:2][CH2:3][C:4]([N:6]1[CH2:11][CH2:10][N:9]([C:12]2[C:17]([C:18]3[CH:23]=[CH:22][CH:21]=[CH:20][CH:19]=3)=[CH:16][N:15]=[C:14]3[NH:24][CH:25]=[CH:26][C:13]=23)[CH2:8][CH2:7]1)=[O:5])([CH3:30])[CH3:27]. (6) The product is: [O:32]=[C:23]1[N:22]([CH2:33][CH2:34][CH3:35])[C:21]2[N:20]=[C:19]([C:14]34[CH2:15][CH2:16][C:11]([CH2:10][CH2:9][P:4](=[O:3])([OH:5])[OH:8])([CH2:12][CH2:13]3)[CH2:18][CH2:17]4)[NH:27][C:26]=2[C:25](=[O:28])[N:24]1[CH2:29][CH2:30][CH3:31]. Given the reactants C([O:3][P:4]([CH2:9][CH2:10][C:11]12[CH2:18][CH2:17][C:14]([C:19]3[NH:27][C:26]4[C:25](=[O:28])[N:24]([CH2:29][CH2:30][CH3:31])[C:23](=[O:32])[N:22]([CH2:33][CH2:34][CH3:35])[C:21]=4[N:20]=3)([CH2:15][CH2:16]1)[CH2:13][CH2:12]2)(=[O:8])[O:5]CC)C.C[Si](Br)(C)C.O, predict the reaction product. (7) Given the reactants [C:1]([C:5]1[C:6]([O:25][CH3:26])=[C:7]([CH:12]=[C:13]([NH:15][C:16]([NH:18][C:19](=[O:24])/[CH:20]=[CH:21]/[O:22][CH3:23])=[O:17])[CH:14]=1)[C:8]([O:10][CH3:11])=[O:9])([CH3:4])([CH3:3])[CH3:2].[B-](F)(F)(F)[F:28].[B-](F)(F)(F)F.C1[N+]2(CCl)CC[N+](F)(CC2)C1, predict the reaction product. The product is: [C:1]([C:5]1[C:6]([O:25][CH3:26])=[C:7]([CH:12]=[C:13]([N:15]2[CH:21]([O:22][CH3:23])[CH:20]([F:28])[C:19](=[O:24])[NH:18][C:16]2=[O:17])[CH:14]=1)[C:8]([O:10][CH3:11])=[O:9])([CH3:4])([CH3:2])[CH3:3].